Dataset: Catalyst prediction with 721,799 reactions and 888 catalyst types from USPTO. Task: Predict which catalyst facilitates the given reaction. (1) Reactant: Cl.[CH2:2]([O:9][C:10]([C@H:12]1[CH2:17][NH:16][CH2:15][CH2:14][N:13]1[S:18]([C:21]1[CH:26]=[CH:25][C:24]([O:27][C:28]([F:31])([F:30])[F:29])=[CH:23][CH:22]=1)(=[O:20])=[O:19])=[O:11])[C:3]1[CH:8]=[CH:7][CH:6]=[CH:5][CH:4]=1.C(N(CC)CC)C.C1C2C(COC([N:56]=[C:57]=[S:58])=O)C3C(=CC=CC=3)C=2C=CC=1.N1CCCCC1. Product: [CH2:2]([O:9][C:10]([C@H:12]1[CH2:17][N:16]([C:57](=[S:58])[NH2:56])[CH2:15][CH2:14][N:13]1[S:18]([C:21]1[CH:26]=[CH:25][C:24]([O:27][C:28]([F:31])([F:29])[F:30])=[CH:23][CH:22]=1)(=[O:20])=[O:19])=[O:11])[C:3]1[CH:4]=[CH:5][CH:6]=[CH:7][CH:8]=1. The catalyst class is: 22. (2) Reactant: [C:1]([O:5][C:6]([N:8]1[CH2:13][CH2:12][CH:11]([C:14]2[CH:19]=[C:18]([CH3:20])[C:17]([C:21](O)=[O:22])=[CH:16][C:15]=2[C:24]([F:27])([F:26])[F:25])[CH2:10][CH2:9]1)=[O:7])([CH3:4])([CH3:3])[CH3:2].[I-].ClC1C=CC=C[N+]=1C.[C:37]([NH:47][C:48]([NH2:50])=[NH:49])([O:39][CH2:40][C:41]1[CH:46]=[CH:45][CH:44]=[CH:43][CH:42]=1)=[O:38].C(N(CC)C(C)C)(C)C. Product: [C:1]([O:5][C:6]([N:8]1[CH2:9][CH2:10][CH:11]([C:14]2[CH:19]=[C:18]([CH3:20])[C:17]([C:21]([N:47]([C:37]([O:39][CH2:40][C:41]3[CH:46]=[CH:45][CH:44]=[CH:43][CH:42]=3)=[O:38])[C:48]([NH2:50])=[NH:49])=[O:22])=[CH:16][C:15]=2[C:24]([F:27])([F:26])[F:25])[CH2:12][CH2:13]1)=[O:7])([CH3:3])([CH3:4])[CH3:2]. The catalyst class is: 60. (3) Reactant: [C:1]1([CH3:7])[CH:6]=[CH:5][CH:4]=[CH:3][CH:2]=1.[OH2:8].C1(C)C=CC(S(O)(=O)=[O:16])=CC=1.Cl.C(N([CH2:26][CH3:27])CC)C. Product: [CH2:7]([O:8][CH2:27][CH2:26][OH:16])[C:1]1[CH:6]=[CH:5][CH:4]=[CH:3][CH:2]=1. The catalyst class is: 4. (4) Product: [CH2:29]([C:23]1[CH:24]=[CH:25][CH:26]=[C:27]([CH3:28])[C:22]=1[CH2:21][NH:20][C:11]1[CH:10]=[C:9]([O:7][CH2:6][CH2:5][O:4][CH3:3])[N:14]=[C:13]([NH:15][CH3:16])[C:12]=1[N+:17]([O-:19])=[O:18])[CH3:30]. The catalyst class is: 6. Reactant: [H-].[Na+].[CH3:3][O:4][CH2:5][CH2:6][OH:7].Cl[C:9]1[N:14]=[C:13]([NH:15][CH3:16])[C:12]([N+:17]([O-:19])=[O:18])=[C:11]([NH:20][CH2:21][C:22]2[C:27]([CH3:28])=[CH:26][CH:25]=[CH:24][C:23]=2[CH2:29][CH3:30])[CH:10]=1. (5) Reactant: [C:1](Cl)(=[O:3])[CH3:2].[Cl:5][C:6]1[CH:11]=[CH:10][C:9]([CH2:12][CH2:13][C:14]([OH:16])=[O:15])=[CH:8][C:7]=1[NH:17][C:18](=[O:49])[CH2:19][C@H:20]1[O:26][C@H:25]([C:27]2[CH:32]=[CH:31][CH:30]=[C:29]([O:33][CH3:34])[C:28]=2[O:35][CH3:36])[C:24]2[CH:37]=[C:38]([Cl:41])[CH:39]=[CH:40][C:23]=2[N:22]([CH2:42][C:43]([CH3:47])([CH3:46])[CH2:44][OH:45])[C:21]1=[O:48].N1C=CC=CC=1.C(OCC)(=O)C. Product: [Cl:5][C:6]1[CH:11]=[CH:10][C:9]([CH2:12][CH2:13][C:14]([OH:16])=[O:15])=[CH:8][C:7]=1[NH:17][C:18](=[O:49])[CH2:19][C@H:20]1[O:26][C@H:25]([C:27]2[CH:32]=[CH:31][CH:30]=[C:29]([O:33][CH3:34])[C:28]=2[O:35][CH3:36])[C:24]2[CH:37]=[C:38]([Cl:41])[CH:39]=[CH:40][C:23]=2[N:22]([CH2:42][C:43]([CH3:46])([CH3:47])[CH2:44][O:45][C:1](=[O:3])[CH3:2])[C:21]1=[O:48]. The catalyst class is: 6. (6) Reactant: Cl[CH2:2][CH2:3][NH:4][C:5]([NH:7][C:8]1[CH:13]=[CH:12][C:11]([O:14][CH3:15])=[CH:10][CH:9]=1)=[O:6].CC(C)([O-])C.[K+].Cl. Product: [CH3:15][O:14][C:11]1[CH:12]=[CH:13][C:8]([N:7]2[CH2:2][CH2:3][NH:4][C:5]2=[O:6])=[CH:9][CH:10]=1. The catalyst class is: 107.